Dataset: Reaction yield outcomes from USPTO patents with 853,638 reactions. Task: Predict the reaction yield, written as a fraction of the theoretical maximum amount of product (1.0 means a 100% yield; for example, 0.34 means a 34% yield). (1) The reactants are [CH3:1][C:2]1[S:6][C:5]2[CH:7]=[C:8]([O:11][C:12]3[CH:17]=[CH:16][N:15]=[C:14]4[CH:18]=[C:19]([CH3:21])[S:20][C:13]=34)[CH:9]=[CH:10][C:4]=2[C:3]=1[C:22](Cl)=[O:23].[N:25]1([CH2:31][CH2:32][NH2:33])[CH2:30][CH2:29][O:28][CH2:27][CH2:26]1. No catalyst specified. The product is [N:25]1([CH2:31][CH2:32][NH:33][C:22]([C:3]2[C:4]3[CH:10]=[CH:9][C:8]([O:11][C:12]4[CH:17]=[CH:16][N:15]=[C:14]5[CH:18]=[C:19]([CH3:21])[S:20][C:13]=45)=[CH:7][C:5]=3[S:6][C:2]=2[CH3:1])=[O:23])[CH2:30][CH2:29][O:28][CH2:27][CH2:26]1. The yield is 0.750. (2) The reactants are [NH4+:1].[OH-].[Cl:3][C:4]1[CH:9]=[C:8]([C:10]([CH3:15])([C:12](=[O:14])[CH3:13])[CH3:11])[CH:7]=[CH:6][C:5]=1[S:16](Cl)(=[O:18])=[O:17]. The catalyst is C1COCC1. The product is [Cl:3][C:4]1[CH:9]=[C:8]([C:10]([CH3:15])([C:12](=[O:14])[CH3:13])[CH3:11])[CH:7]=[CH:6][C:5]=1[S:16]([NH2:1])(=[O:18])=[O:17]. The yield is 0.960. (3) The reactants are [CH3:13][C:12]([O:11][C:9](O[C:9]([O:11][C:12]([CH3:15])([CH3:14])[CH3:13])=[O:10])=[O:10])([CH3:15])[CH3:14].[NH2:16][CH2:17][CH2:18][O:19][CH2:20][CH2:21][OH:22]. The catalyst is ClCCl. The product is [OH:22][CH2:21][CH2:20][O:19][CH2:18][CH2:17][NH:16][C:9](=[O:10])[O:11][C:12]([CH3:13])([CH3:14])[CH3:15]. The yield is 0.990. (4) The reactants are [CH2:1]([O:3][C:4](=[O:41])[C:5]([CH2:26][CH2:27][CH2:28][CH2:29][C:30]([CH3:40])([CH3:39])[CH2:31][O:32]C1CCCCO1)([CH2:11][CH2:12][CH2:13][CH2:14][C:15]([CH3:25])([CH3:24])[CH2:16][O:17]C1CCCCO1)[C:6]([O:8][CH2:9][CH3:10])=[O:7])[CH3:2].C(O)C. The catalyst is Cl.O. The product is [CH2:9]([O:8][C:6](=[O:7])[C:5]([CH2:26][CH2:27][CH2:28][CH2:29][C:30]([CH3:39])([CH3:40])[CH2:31][OH:32])([CH2:11][CH2:12][CH2:13][CH2:14][C:15]([CH3:24])([CH3:25])[CH2:16][OH:17])[C:4]([O:3][CH2:1][CH3:2])=[O:41])[CH3:10]. The yield is 0.840. (5) The reactants are C(=O)([O-])[O-].[K+].[K+].[Br:7][C:8]1[CH:9]=[C:10]([CH:15]=[CH:16][CH:17]=1)[C:11](=[O:14])[CH2:12]Br.[CH2:18]([NH:21][CH2:22][CH:23]=[CH2:24])[CH:19]=[CH2:20]. The catalyst is C(#N)C. The product is [Br:7][C:8]1[CH:9]=[C:10]([C:11](=[O:14])[CH2:12][N:21]([CH2:22][CH:23]=[CH2:24])[CH2:18][CH:19]=[CH2:20])[CH:15]=[CH:16][CH:17]=1. The yield is 0.980. (6) The reactants are [Br:1][C:2]1[CH:3]=[CH:4][C:5]([F:9])=[C:6]([OH:8])[CH:7]=1.C([O-])([O-])=O.[K+].[K+].[CH2:16](I)[CH3:17]. The catalyst is CN(C=O)C.CCOCC. The product is [Br:1][C:2]1[CH:3]=[CH:4][C:5]([F:9])=[C:6]([O:8][CH2:16][CH3:17])[CH:7]=1. The yield is 0.770.